This data is from Reaction yield outcomes from USPTO patents with 853,638 reactions. The task is: Predict the reaction yield, written as a fraction of the theoretical maximum amount of product (1.0 means a 100% yield; for example, 0.34 means a 34% yield). The reactants are [NH:1]1[CH:10]2[CH:5]([CH2:6][CH2:7][CH2:8][CH2:9]2)[CH2:4][CH2:3][CH2:2]1.C(N(CC)CC)C.[CH3:18][S:19](Cl)=[O:20].C([O-])(O)=O.[Na+]. The catalyst is ClCCl. The product is [CH3:18][S:19]([N:1]1[CH:10]2[CH:5]([CH2:6][CH2:7][CH2:8][CH2:9]2)[CH2:4][CH2:3][CH2:2]1)=[O:20]. The yield is 0.770.